Dataset: Reaction yield outcomes from USPTO patents with 853,638 reactions. Task: Predict the reaction yield, written as a fraction of the theoretical maximum amount of product (1.0 means a 100% yield; for example, 0.34 means a 34% yield). (1) The reactants are [CH3:1][S:2][C:3]1[CH:12]=[CH:11][C:6]([C:7]([O:9][CH3:10])=[O:8])=[C:5]([O:13][C@H:14]2[CH2:19][CH2:18][C@@H:17]([NH:20][C:21]([O:23][C:24]([CH3:27])([CH3:26])[CH3:25])=[O:22])[CH2:16][CH2:15]2)[CH:4]=1.[CH3:28][Si](C)(C)[N-][Si](C)(C)C.[Li+].CI. The catalyst is C1COCC1. The product is [CH3:1][S:2][C:3]1[CH:12]=[CH:11][C:6]([C:7]([O:9][CH3:10])=[O:8])=[C:5]([O:13][C@H:14]2[CH2:19][CH2:18][C@@H:17]([N:20]([C:21]([O:23][C:24]([CH3:27])([CH3:26])[CH3:25])=[O:22])[CH3:28])[CH2:16][CH2:15]2)[CH:4]=1. The yield is 0.360. (2) The reactants are [C:1]([O:5][C:6]([NH:8][C:9]1([C:14]([OH:16])=O)[CH2:13][CH2:12][CH2:11][CH2:10]1)=[O:7])([CH3:4])([CH3:3])[CH3:2].O[N:18]1C2C=CC=CC=2N=N1.Cl.C(N=C=NCCCN(C)C)C.N. The catalyst is ClCCl.O.C(N(CC)CC)C. The product is [C:1]([O:5][C:6]([NH:8][C:9]1([C:14]([NH2:18])=[O:16])[CH2:13][CH2:12][CH2:11][CH2:10]1)=[O:7])([CH3:4])([CH3:3])[CH3:2]. The yield is 0.250. (3) The catalyst is CN(C1C=CN=CC=1)C. The product is [Cl:1][C:2]1[N:3]=[C:4]([C:8]([NH:10][C@H:11]2[CH2:16][CH2:15][N:14]([C:17]3[S:18][C:19]([C:22]([NH:29][O:28][CH3:27])=[O:23])=[CH:20][N:21]=3)[CH2:13][C@H:12]2[O:25][CH3:26])=[O:9])[NH:5][C:6]=1[CH3:7]. The reactants are [Cl:1][C:2]1[N:3]=[C:4]([C:8]([NH:10][C@H:11]2[CH2:16][CH2:15][N:14]([C:17]3[S:18][C:19]([C:22](O)=[O:23])=[CH:20][N:21]=3)[CH2:13][C@H:12]2[O:25][CH3:26])=[O:9])[NH:5][C:6]=1[CH3:7].[CH3:27][O:28][NH2:29].CCN=C=NCCCN(C)C.Cl. The yield is 0.180. (4) The reactants are [NH2:1][C:2]1[N:7]=[C:6]([CH3:8])[N:5]=[C:4]([C:9]2[CH:10]=[C:11]([C:25](=[O:27])[CH3:26])[CH:12]=[N:13][C:14]=2[NH:15][C:16]2[CH:17]=[N:18][C:19]([O:23][CH3:24])=[C:20]([F:22])[CH:21]=2)[N:3]=1.[BH4-].[Na+]. The catalyst is C1COCC1. The product is [NH2:1][C:2]1[N:7]=[C:6]([CH3:8])[N:5]=[C:4]([C:9]2[CH:10]=[C:11]([CH:25]([OH:27])[CH3:26])[CH:12]=[N:13][C:14]=2[NH:15][C:16]2[CH:17]=[N:18][C:19]([O:23][CH3:24])=[C:20]([F:22])[CH:21]=2)[N:3]=1. The yield is 0.400. (5) The reactants are [NH2:1][C:2]1[N:7]=[C:6]([N:8]2[C:12]3[CH:13]=[C:14](Br)[CH:15]=[CH:16][C:11]=3[N:10]=[C:9]2[NH:18][CH2:19][CH2:20][O:21][CH3:22])[CH:5]=[CH:4][N:3]=1.C(N(CC)CC)C.[C:30]([C:32]1([OH:38])[CH2:37][CH2:36][CH2:35][CH2:34][CH2:33]1)#[CH:31]. The catalyst is CS(C)=O.Cl[Pd](Cl)([P](C1C=CC=CC=1)(C1C=CC=CC=1)C1C=CC=CC=1)[P](C1C=CC=CC=1)(C1C=CC=CC=1)C1C=CC=CC=1. The product is [NH2:1][C:2]1[N:7]=[C:6]([N:8]2[C:12]3[CH:13]=[C:14]([C:31]#[C:30][C:32]4([OH:38])[CH2:37][CH2:36][CH2:35][CH2:34][CH2:33]4)[CH:15]=[CH:16][C:11]=3[N:10]=[C:9]2[NH:18][CH2:19][CH2:20][O:21][CH3:22])[CH:5]=[CH:4][N:3]=1. The yield is 0.190. (6) The reactants are [OH:1][N:2]=[C:3](Cl)[C:4]1[CH:15]=[CH:14][C:7]2[B:8]([OH:13])[O:9][C:10]([CH3:12])([CH3:11])[C:6]=2[CH:5]=1.[Cl:17][C:18]1[CH:23]=[C:22]([C:24]([C:26]([F:29])([F:28])[F:27])=[CH2:25])[CH:21]=[C:20]([Cl:30])[C:19]=1[O:31][CH3:32]. The catalyst is CN(C=O)C. The product is [Cl:17][C:18]1[CH:23]=[C:22]([C:24]2([C:26]([F:29])([F:27])[F:28])[O:1][N:2]=[C:3]([C:4]3[CH:15]=[CH:14][C:7]4[B:8]([OH:13])[O:9][C:10]([CH3:12])([CH3:11])[C:6]=4[CH:5]=3)[CH2:25]2)[CH:21]=[C:20]([Cl:30])[C:19]=1[O:31][CH3:32]. The yield is 0.156. (7) The yield is 0.900. No catalyst specified. The reactants are [Br:1][C:2]1[CH:6]=[CH:5][S:4][C:3]=1[C:7]([OH:9])=O.[F:10][C:11]1[CH:17]=[C:16]([O:18][CH3:19])[CH:15]=[CH:14][C:12]=1[NH2:13]. The product is [Br:1][C:2]1[CH:6]=[CH:5][S:4][C:3]=1[C:7]([NH:13][C:12]1[CH:14]=[CH:15][C:16]([O:18][CH3:19])=[CH:17][C:11]=1[F:10])=[O:9].